Dataset: Experimentally validated miRNA-target interactions with 360,000+ pairs, plus equal number of negative samples. Task: Binary Classification. Given a miRNA mature sequence and a target amino acid sequence, predict their likelihood of interaction. (1) The miRNA is hsa-miR-892b with sequence CACUGGCUCCUUUCUGGGUAGA. The protein sequence of the target gene is MMSLRLFSILLATVVSGAWGWGYYGCNEELVGPLYARSLGASSYYGLFTTARFARLHGISGWSPRIGDPNPWLQIDLMKKHRIRAVATQGAFNSWDWVTRYMLLYGDRVDSWTPFYQKGHNATFFGNVNDSAVVRHDLHYHFTARYIRIVPLAWNPRGKIGLRLGIYGCPYTSSILYFDGDDAISYRFQRGASQSLWDVFAFSFKTEEKDGLLLHTEGSQGDYVTLELQGAHLLLHMSLGSSPIQPRPGHTTVSLGGVLNDLSWHYVRVDRYGRDANFTLDGYAHHFVLNGDFERLNLEN.... Result: 0 (no interaction). (2) The miRNA is hsa-miR-4800-3p with sequence CAUCCGUCCGUCUGUCCAC. The protein sequence of the target gene is MKDCEYQQISPGAAPPPASPGARRPGPAAPPAPSPGPAPGAPRWSGSGSGSGSLGRRPRRKWEVFPGRNRFYCGGRLMLAGHGGVFALTLLLILSTTILFFVFDCPYLARTLTLAIPIIAAILFFFVMSCLLQTSFTDPGILPRATICEAAALEKQIDNTGSSTYRPPPRTREVMINGQTVKLKYCFTCKMFRPPRTSHCSVCDNCVERFDHHCPWVGNCVGRRNYRFFYAFILSLSFLTAFIFACVVTHLTLLSQGSNFLSALKKTPASVLELVICFFSIWSILGLSGFHTYLVASNLT.... Result: 0 (no interaction). (3) The protein sequence of the target gene is MNSGTPPPSPSGPPPPPAPQPQARARLNATASLEQDKIEPPRAPRPQADPSAGRSAGEAAAPEPRAPQTGSREETDRAGPMKADVEIPFEEVLEKAKAGDPKAQTEVGKHYLRLANDADEELNSCSAVAWLILAAKQGRREAVKLLRRCLADRKGITSENEAEVKQLSSETDLERAVRKAALVMYWKLNPKKKKQVAVSELLENVGQVNEQDGGAQPGPVPKSLQKQRRMLERLVSSESKNYIALDDFVELTKKYAKGIIPTNLFLQDEDEDEDELAGKSPEDLPLRQKVVKYPLHAIME.... The miRNA is mmu-miR-466m-3p with sequence UACAUACACACAUACACACGCA. Result: 1 (interaction). (4) The miRNA is hsa-miR-933 with sequence UGUGCGCAGGGAGACCUCUCCC. The protein sequence of the target gene is MAAATELNRPSSGDRNLERRCRPNLSREVLYEIFRSLHTLVGQLDLRDDVVKITIDWNKLQSLSAFQPALLFSALEQHILYLQPFLAKLQSPIKEENTTAVEEIGRTEMGNKNEVNDKFSIGDLQEEEKHKESDLRDVKKTQIHFDPEVVQIKAGKAEIDRRISAFIERKQAEINENNVREFCNVIDCNQENSCARTDAIFTPYPGFKSHVKVSRVVNTYGPQTRPEGIPGSGHKPNSMLRDCGNQAVEERLQNIEAHLRLQTGGPVPRDIYQRIKKLEDKILELEGISPEYFQSVSFSG.... Result: 0 (no interaction). (5) The miRNA is mmu-miR-8118 with sequence GACAAACAUGACUAUGCUGACA. The protein sequence of the target gene is MAAQPLRHRSRCATPPRGDFCGGTERAIDQASFTTSMEWDTQVVKGSSPLGPAGLGAEEPAAGPQLPSWLQPERCAVFQCAQCHAVLADSVHLAWDLSRSLGAVVFSRVTNNVVLEAPFLVGIEGSLKGSTYNLLFCGSCGIPVGFHLYSTHAALAALRGHFCLSSDKMVCYLLKTKAIVNASEMDIQNVPLSEKIAELKEKIVLTHNRLKSLMKILSEVTPDQSKPEN. Result: 0 (no interaction).